Dataset: Catalyst prediction with 721,799 reactions and 888 catalyst types from USPTO. Task: Predict which catalyst facilitates the given reaction. (1) Reactant: [NH2:1][CH2:2][C:3]1([CH2:8][NH2:9])[CH2:7][CH2:6][CH2:5][CH2:4]1.OO.[O-]Cl.[Na+]. Product: [CH2:2]1[C:3]2([CH2:7][CH2:6][CH2:5][CH2:4]2)[CH2:8][N:9]=[N:1]1. The catalyst class is: 72. (2) Reactant: [OH-].[Na+].CCO.[Cl:6][C:7]1[C:8]([N:34]2[CH2:39][CH2:38][CH:37]([C:40]([O:42]CC)=[O:41])[CH2:36][CH2:35]2)=[N:9][CH:10]=[C:11]([C:13](=[O:33])[NH:14][C:15]2[S:16][C:17]([CH2:26][N:27]([CH2:29][CH2:30][O:31][CH3:32])[CH3:28])=[C:18]([C:20]3[S:21][CH:22]=[C:23]([Cl:25])[CH:24]=3)[N:19]=2)[CH:12]=1.Cl. Product: [ClH:6].[Cl:6][C:7]1[C:8]([N:34]2[CH2:39][CH2:38][CH:37]([C:40]([OH:42])=[O:41])[CH2:36][CH2:35]2)=[N:9][CH:10]=[C:11]([C:13](=[O:33])[NH:14][C:15]2[S:16][C:17]([CH2:26][N:27]([CH2:29][CH2:30][O:31][CH3:32])[CH3:28])=[C:18]([C:20]3[S:21][CH:22]=[C:23]([Cl:25])[CH:24]=3)[N:19]=2)[CH:12]=1. The catalyst class is: 6.